This data is from Full USPTO retrosynthesis dataset with 1.9M reactions from patents (1976-2016). The task is: Predict the reactants needed to synthesize the given product. (1) Given the product [CH2:29]([O:28][C:26]([N:22]1[CH2:23][C@H:24]([CH3:25])[C@H:20]([NH:19][C:5]2[C:6]3[N:7]([CH:10]=[C:11]([C:13]([O:15][CH2:16][CH3:17])=[O:14])[CH:12]=3)[N:8]=[CH:9][C:4]=2[C:1](=[O:3])[NH2:2])[CH2:21]1)=[O:27])[C:30]1[CH:35]=[CH:34][CH:33]=[CH:32][CH:31]=1, predict the reactants needed to synthesize it. The reactants are: [C:1]([C:4]1[CH:9]=[N:8][N:7]2[CH:10]=[C:11]([C:13]([O:15][CH2:16][CH3:17])=[O:14])[CH:12]=[C:6]2[C:5]=1Cl)(=[O:3])[NH2:2].[NH2:19][C@H:20]1[C@@H:24]([CH3:25])[CH2:23][N:22]([C:26]([O:28][CH2:29][C:30]2[CH:35]=[CH:34][CH:33]=[CH:32][CH:31]=2)=[O:27])[CH2:21]1.C(N(C(C)C)CC)(C)C. (2) Given the product [Cl:15][C:16]1[C:17]([C:2]#[C:1][C:3]2[C:4]([C:9]3[CH:14]=[CH:13][CH:12]=[CH:11][CH:10]=3)=[N:5][O:6][C:7]=2[CH3:8])=[N:18][CH:19]=[CH:20][CH:21]=1, predict the reactants needed to synthesize it. The reactants are: [C:1]([C:3]1[C:4]([C:9]2[CH:14]=[CH:13][CH:12]=[CH:11][CH:10]=2)=[N:5][O:6][C:7]=1[CH3:8])#[CH:2].[Cl:15][C:16]1[C:17](I)=[N:18][CH:19]=[CH:20][CH:21]=1. (3) Given the product [F:32][C:26]1[CH:27]=[CH:28][CH:29]=[C:30]([F:31])[C:25]=1[NH:24][C:22](=[O:23])[C:21]1[CH:33]=[C:17]([C:9]2[N:10]=[C:11]3[CH:16]=[CH:15][CH:14]=[CH:13][N:12]3[C:8]=2[C:6]2[CH:5]=[CH:4][N:3]=[C:2]([NH:40][C:39]3[CH:41]=[CH:42][C:43]([N:45]4[CH2:50][CH2:49][N:48]([CH2:51][CH2:52][O:53][CH3:54])[CH2:47][CH2:46]4)=[CH:44][C:38]=3[O:37][CH3:36])[N:7]=2)[CH:18]=[CH:19][C:20]=1[O:34][CH3:35], predict the reactants needed to synthesize it. The reactants are: Cl[C:2]1[N:7]=[C:6]([C:8]2[N:12]3[CH:13]=[CH:14][CH:15]=[CH:16][C:11]3=[N:10][C:9]=2[C:17]2[CH:18]=[CH:19][C:20]([O:34][CH3:35])=[C:21]([CH:33]=2)[C:22]([NH:24][C:25]2[C:30]([F:31])=[CH:29][CH:28]=[CH:27][C:26]=2[F:32])=[O:23])[CH:5]=[CH:4][N:3]=1.[CH3:36][O:37][C:38]1[CH:44]=[C:43]([N:45]2[CH2:50][CH2:49][N:48]([CH2:51][CH2:52][O:53][CH3:54])[CH2:47][CH2:46]2)[CH:42]=[CH:41][C:39]=1[NH2:40].C1(C)C=CC(S(O)(=O)=O)=CC=1.C(O)C(F)(F)F.N. (4) Given the product [OH:30][C@H:29]([C:28]1[C:20]([CH3:19])=[C:21]2[C:25](=[CH:26][CH:27]=1)[C:24](=[O:32])[O:23][CH2:22]2)[CH2:31][N:8]1[CH2:7][CH2:6][C:5]2([CH2:1][N:2]([C:11]3[CH:16]=[CH:15][N:14]=[C:13]([C:17]#[N:18])[CH:12]=3)[CH2:3][CH2:4]2)[CH2:10][CH2:9]1, predict the reactants needed to synthesize it. The reactants are: [CH2:1]1[C:5]2([CH2:10][CH2:9][NH:8][CH2:7][CH2:6]2)[CH2:4][CH2:3][N:2]1[C:11]1[CH:16]=[CH:15][N:14]=[C:13]([C:17]#[N:18])[CH:12]=1.[CH3:19][C:20]1[C:28]([C@@H:29]2[CH2:31][O:30]2)=[CH:27][CH:26]=[C:25]2[C:21]=1[CH2:22][O:23][C:24]2=[O:32]. (5) Given the product [Br:16][C:9]1[CH:10]=[N:11][C:12]2[C:7]([CH:8]=1)=[CH:6][C:5]([CH2:4][C:3]([OH:17])=[O:2])=[C:14]([F:15])[CH:13]=2, predict the reactants needed to synthesize it. The reactants are: C[O:2][C:3](=[O:17])[CH2:4][C:5]1[CH:6]=[C:7]2[C:12](=[CH:13][C:14]=1[F:15])[N:11]=[CH:10][C:9]([Br:16])=[CH:8]2.